From a dataset of Full USPTO retrosynthesis dataset with 1.9M reactions from patents (1976-2016). Predict the reactants needed to synthesize the given product. (1) The reactants are: [Br:1][C:2]1[CH:7]=[C:6](Br)[C:5]([CH3:9])=[CH:4][C:3]=1[CH3:10].C([Li])CCC.C[O:17]B(OC)OC.OO.[OH-].[Na+]. Given the product [Br:1][C:2]1[C:3]([CH3:10])=[CH:4][C:5]([CH3:9])=[C:6]([OH:17])[CH:7]=1, predict the reactants needed to synthesize it. (2) Given the product [F:17][C:14]([F:15])([F:16])[C:11]1[N:12]=[CH:13][C:8]2[N:9]([CH:18]=[C:6]([C:4]([OH:5])=[O:3])[N:7]=2)[CH:10]=1, predict the reactants needed to synthesize it. The reactants are: C([O:3][C:4]([C:6]1[N:7]=[C:8]2[CH:13]=[N:12][C:11]([C:14]([F:17])([F:16])[F:15])=[CH:10][N:9]2[CH:18]=1)=[O:5])C.O.[OH-].[Li+].